From a dataset of Full USPTO retrosynthesis dataset with 1.9M reactions from patents (1976-2016). Predict the reactants needed to synthesize the given product. Given the product [CH2:24]([O:26][C:27]1[CH:32]=[C:31]([C:2]2[CH:3]=[N:4][N:5]3[C:10]([C:11]4[CH:12]=[C:13]([NH:17][C:18](=[O:23])[CH2:19][CH:20]([CH3:22])[CH3:21])[CH:14]=[CH:15][CH:16]=4)=[CH:9][CH:8]=[N:7][C:6]=23)[CH:30]=[CH:29][CH:28]=1)[CH3:25], predict the reactants needed to synthesize it. The reactants are: Br[C:2]1[CH:3]=[N:4][N:5]2[C:10]([C:11]3[CH:12]=[C:13]([NH:17][C:18](=[O:23])[CH2:19][CH:20]([CH3:22])[CH3:21])[CH:14]=[CH:15][CH:16]=3)=[CH:9][CH:8]=[N:7][C:6]=12.[CH2:24]([O:26][C:27]1[CH:28]=[C:29](B(O)O)[CH:30]=[CH:31][CH:32]=1)[CH3:25].